Dataset: Reaction yield outcomes from USPTO patents with 853,638 reactions. Task: Predict the reaction yield, written as a fraction of the theoretical maximum amount of product (1.0 means a 100% yield; for example, 0.34 means a 34% yield). The reactants are [CH3:1][O:2][C:3](=[O:9])[C@@H:4]([CH2:6][CH2:7][CH3:8])[NH2:5].[C:10](O[C:10](=[O:13])[CH2:11][CH3:12])(=[O:13])[CH2:11][CH3:12]. The catalyst is C(=O)([O-])O.[Na+]. The product is [CH3:1][O:2][C:3](=[O:9])[C@@H:4]([CH2:6][CH2:7][CH3:8])[NH:5][C:10](=[O:13])[CH2:11][CH3:12]. The yield is 0.990.